This data is from Reaction yield outcomes from USPTO patents with 853,638 reactions. The task is: Predict the reaction yield, written as a fraction of the theoretical maximum amount of product (1.0 means a 100% yield; for example, 0.34 means a 34% yield). (1) The reactants are Br[C:2]1[CH:3]=[N:4][C:5]([C:8]([O:10][CH3:11])=[O:9])=[N:6][CH:7]=1.[Cu][C:13]#[N:14]. The catalyst is CC(N(C)C)=O. The product is [C:13]([C:2]1[CH:3]=[N:4][C:5]([C:8]([O:10][CH3:11])=[O:9])=[N:6][CH:7]=1)#[N:14]. The yield is 0.480. (2) The reactants are [F:1][CH:2]([F:12])[O:3][C:4]1[CH:5]=[C:6]([CH:9]=[CH:10][CH:11]=1)[CH:7]=[O:8].[C-:13]#[N:14].[K+].OS([O-])=O.[Na+]. The catalyst is C(OCC)(=O)C.O. The product is [F:1][CH:2]([F:12])[O:3][C:4]1[CH:5]=[C:6]([CH:7]([OH:8])[C:13]#[N:14])[CH:9]=[CH:10][CH:11]=1. The yield is 0.920. (3) The reactants are [CH2:1]([C:4]1[CH:9]=[CH:8][C:7]([C:10]2[O:14][N:13]=[C:12]([C:15]3[CH:24]=[CH:23][CH:22]=[C:21]4[C:16]=3[CH:17]=[CH:18][CH:19]=[N:20]4)[N:11]=2)=[CH:6][CH:5]=1)[CH2:2][CH3:3].C1COCC1. The catalyst is CC(O)=O. The product is [CH2:1]([C:4]1[CH:5]=[CH:6][C:7]([C:10]2[O:14][N:13]=[C:12]([C:15]3[CH:24]=[CH:23][CH:22]=[C:21]4[C:16]=3[CH2:17][CH2:18][CH2:19][NH:20]4)[N:11]=2)=[CH:8][CH:9]=1)[CH2:2][CH3:3]. The yield is 0.480. (4) The reactants are [CH2:1]([C:3]([C:21]1[CH:29]=[CH:28][C:24]([C:25]([OH:27])=O)=[C:23]([CH3:30])[CH:22]=1)([C:6]1[CH:11]=[CH:10][C:9]([O:12][CH2:13][CH:14]([OH:19])[C:15]([CH3:18])([CH3:17])[CH3:16])=[C:8]([CH3:20])[CH:7]=1)[CH2:4][CH3:5])[CH3:2].Cl.NO.[CH3:34]CN=C=NCCCN(C)C.C1C=C[C:48]2[N:53]([OH:54])N=NC=2C=1.CCN(CC)CC. The catalyst is CCOC(C)=O.CN(C=O)C. The product is [CH2:1]([C:3]([C:21]1[CH:29]=[CH:28][C:24]([C:25]([N:53]([O:54][CH3:34])[CH3:48])=[O:27])=[C:23]([CH3:30])[CH:22]=1)([C:6]1[CH:11]=[CH:10][C:9]([O:12][CH2:13][CH:14]([OH:19])[C:15]([CH3:17])([CH3:16])[CH3:18])=[C:8]([CH3:20])[CH:7]=1)[CH2:4][CH3:5])[CH3:2]. The yield is 0.810. (5) The reactants are Br[C:2]1[S:15][C:5]2[C:6]3[CH:14]=[N:13][CH:12]=[CH:11][C:7]=3[O:8][CH2:9][CH2:10][C:4]=2[CH:3]=1.[Cl:16][C:17]1[CH:22]=[CH:21][CH:20]=[CH:19][C:18]=1[C:23]#[CH:24].[Cl-].C(N(CC)CC)C. The catalyst is C(#N)C.[Cu]I.O. The product is [Cl:16][C:17]1[CH:22]=[CH:21][CH:20]=[CH:19][C:18]=1[C:23]#[C:24][C:2]1[S:15][C:5]2[C:6]3[CH:14]=[N:13][CH:12]=[CH:11][C:7]=3[O:8][CH2:9][CH2:10][C:4]=2[CH:3]=1. The yield is 0.810. (6) The reactants are [N:1]1[CH:6]=[CH:5][CH:4]=[CH:3][C:2]=1[N:7]1[CH2:12][CH2:11][NH:10][CH2:9][CH2:8]1.[CH3:13][C:14]1[CH:19]=[CH:18][CH:17]=[C:16]([CH3:20])[C:15]=1[NH:21][C:22](=[O:25])[CH2:23]Cl.C(=O)([O-])[O-].[Na+].[Na+]. The catalyst is CN(C)C=O.O. The product is [CH3:20][C:16]1[CH:17]=[CH:18][CH:19]=[C:14]([CH3:13])[C:15]=1[NH:21][C:22](=[O:25])[CH2:23][N:10]1[CH2:9][CH2:8][N:7]([C:2]2[CH:3]=[CH:4][CH:5]=[CH:6][N:1]=2)[CH2:12][CH2:11]1. The yield is 0.909. (7) The reactants are [NH2:1][C:2]1[C:3]([NH:9][C:10]2[CH:17]=[CH:16][C:13]([C:14]#[N:15])=[CH:12][CH:11]=2)=[CH:4][C:5]([Br:8])=[N:6][CH:7]=1.[CH2:18](OC(OCC)OCC)C. No catalyst specified. The product is [Br:8][C:5]1[N:6]=[CH:7][C:2]2[N:1]=[CH:18][N:9]([C:10]3[CH:17]=[CH:16][C:13]([C:14]#[N:15])=[CH:12][CH:11]=3)[C:3]=2[CH:4]=1. The yield is 0.480. (8) The reactants are N1([NH:7][C:8]([C:10]2[CH:40]=[CH:39][C:13]3[N:14]([CH:33]4[CH2:38][CH2:37][CH2:36][CH2:35][CH2:34]4)[C:15]([C:17]4[CH:18]=[C:19]5[C:24](=[CH:25][CH:26]=4)[N:23]=[C:22]([C:27]4[CH:32]=[CH:31][CH:30]=[CH:29][CH:28]=4)[CH:21]=[N:20]5)=[N:16][C:12]=3[CH:11]=2)=[O:9])CCOCC1.N[C:42]1[CH:43]=[CH:44][CH:45]=[C:46]2[C:51]=1[CH:50]=[C:49]([OH:52])[CH:48]=[CH:47]2. No catalyst specified. The product is [OH:52][C:49]1[CH:50]=[C:51]2[C:46]([CH:45]=[CH:44][CH:43]=[C:42]2[NH:7][C:8]([C:10]2[CH:40]=[CH:39][C:13]3[N:14]([CH:33]4[CH2:34][CH2:35][CH2:36][CH2:37][CH2:38]4)[C:15]([C:17]4[CH:18]=[C:19]5[C:24](=[CH:25][CH:26]=4)[N:23]=[C:22]([C:27]4[CH:28]=[CH:29][CH:30]=[CH:31][CH:32]=4)[CH:21]=[N:20]5)=[N:16][C:12]=3[CH:11]=2)=[O:9])=[CH:47][CH:48]=1. The yield is 0.200. (9) The yield is 0.880. The reactants are [CH3:1][N:2]([CH3:18])[S:3]([N:6]1[C:10]([CH:11](O)[C:12]2[S:13][CH:14]=[CH:15][CH:16]=2)=[CH:9][N:8]=[CH:7]1)(=[O:5])=[O:4].ClC1C=CC=C(C(OO)=O)C=1. The catalyst is C(Cl)Cl. The product is [CH3:18][N:2]([CH3:1])[S:3]([N:6]1[C:10]([CH2:11][C:12]2[S:13][CH:14]=[CH:15][CH:16]=2)=[CH:9][N:8]=[CH:7]1)(=[O:5])=[O:4].